Dataset: Full USPTO retrosynthesis dataset with 1.9M reactions from patents (1976-2016). Task: Predict the reactants needed to synthesize the given product. (1) Given the product [F:1][C:2]1[C:7]([F:8])=[CH:6][CH:5]=[CH:4][C:3]=1[CH:9]1[CH2:14][CH2:13][N:12]([CH2:22][CH3:23])[CH2:11][CH2:10]1, predict the reactants needed to synthesize it. The reactants are: [F:1][C:2]1[C:7]([F:8])=[CH:6][CH:5]=[CH:4][C:3]=1[CH:9]1[CH2:14][CH2:13][NH:12][CH2:11][CH2:10]1.C(=O)([O-])[O-].[K+].[K+].I[CH2:22][CH3:23].O. (2) Given the product [Cl:1][CH2:2][C:3]1[C:4]([C:19]([NH:22][C@H:23]2[CH2:28][CH2:27][CH2:26][C@@H:25]([OH:29])[CH2:24]2)=[O:20])=[N:5][O:6][C:7]=1[C:8]1[CH:13]=[CH:12][C:11]([C:14]([F:17])([F:16])[F:15])=[C:10]([F:18])[CH:9]=1, predict the reactants needed to synthesize it. The reactants are: [Cl:1][CH2:2][C:3]1[C:4]([C:19](Cl)=[O:20])=[N:5][O:6][C:7]=1[C:8]1[CH:13]=[CH:12][C:11]([C:14]([F:17])([F:16])[F:15])=[C:10]([F:18])[CH:9]=1.[NH2:22][C@H:23]1[CH2:28][CH2:27][CH2:26][C@@H:25]([OH:29])[CH2:24]1.C(N(CC)CC)C.C(=O)(O)[O-].[Na+]. (3) Given the product [NH:21]([C:2]1[CH:11]=[CH:10][C:5]([C:6]([O:8][CH3:9])=[O:7])=[CH:4][C:3]=1[S:12]([N:15]1[CH2:20][CH2:19][O:18][CH2:17][CH2:16]1)(=[O:14])=[O:13])[NH2:22], predict the reactants needed to synthesize it. The reactants are: F[C:2]1[CH:11]=[CH:10][C:5]([C:6]([O:8][CH3:9])=[O:7])=[CH:4][C:3]=1[S:12]([N:15]1[CH2:20][CH2:19][O:18][CH2:17][CH2:16]1)(=[O:14])=[O:13].[NH2:21][NH2:22]. (4) The reactants are: C(OC([N:8]1[CH2:12][CH2:11][CH2:10][C@H:9]1[CH2:13][NH:14][C:15]1[CH:20]=[CH:19][C:18]([C:21]2[CH:26]=[CH:25][CH:24]=[CH:23][CH:22]=2)=[CH:17][C:16]=1[O:27][C:28]1[CH:33]=[CH:32][C:31]([C:34]#[N:35])=[CH:30][CH:29]=1)=O)(C)(C)C.C(O)(C(F)(F)F)=O. Given the product [NH:8]1[CH2:12][CH2:11][CH2:10][C@H:9]1[CH2:13][NH:14][C:15]1[CH:20]=[CH:19][C:18]([C:21]2[CH:26]=[CH:25][CH:24]=[CH:23][CH:22]=2)=[CH:17][C:16]=1[O:27][C:28]1[CH:29]=[CH:30][C:31]([C:34]#[N:35])=[CH:32][CH:33]=1, predict the reactants needed to synthesize it.